Predict the reaction yield, written as a fraction of the theoretical maximum amount of product (1.0 means a 100% yield; for example, 0.34 means a 34% yield). From a dataset of Reaction yield outcomes from USPTO patents with 853,638 reactions. (1) The reactants are [NH2:1][C:2]1[N:7]=[CH:6][N:5]=[C:4]2[N:8]([CH2:16][C:17]([O:19][C:20]([CH3:23])([CH3:22])[CH3:21])=[O:18])[N:9]=[C:10]([C:11]3[NH:12][CH2:13][CH2:14][N:15]=3)[C:3]=12.CC(OI1(OC(C)=O)(OC(C)=O)OC(=O)C2C=CC=CC1=2)=O.[O-]S([O-])(=S)=O.[Na+].[Na+].[OH-].[Na+]. The catalyst is CS(C)=O. The product is [C:20]([O:19][C:17](=[O:18])[CH2:16][N:8]1[C:4]2=[N:5][CH:6]=[N:7][C:2]([NH2:1])=[C:3]2[C:10]([C:11]2[NH:15][CH:14]=[CH:13][N:12]=2)=[N:9]1)([CH3:23])([CH3:21])[CH3:22]. The yield is 0.800. (2) The reactants are [CH2:1]([C:3]1[C:8](=[O:9])[NH:7][C:6]([CH3:10])=[C:5]([C:11]2[S:15][C:14]([S:16](Cl)(=[O:18])=[O:17])=[CH:13][CH:12]=2)[CH:4]=1)[CH3:2].[NH2:20][CH2:21][CH2:22][CH2:23][N:24]1[CH2:28][CH2:27][CH2:26][C:25]1=[O:29]. No catalyst specified. The product is [O:29]=[C:25]1[CH2:26][CH2:27][CH2:28][N:24]1[CH2:23][CH2:22][CH2:21][NH:20][S:16]([C:14]1[S:15][C:11]([C:5]2[CH:4]=[C:3]([CH2:1][CH3:2])[C:8](=[O:9])[NH:7][C:6]=2[CH3:10])=[CH:12][CH:13]=1)(=[O:18])=[O:17]. The yield is 0.690. (3) The reactants are [Cl:1][C:2]1[CH:7]=[CH:6][CH:5]=[CH:4][C:3]=1[C@H:8]([O:10][C:11]1[CH:15]=[C:14]([N:16]2[C:20]3[CH:21]=[C:22]([O:25][CH:26]4[CH2:31][CH2:30][NH:29][CH2:28][CH2:27]4)[CH:23]=[CH:24][C:19]=3[N:18]=[CH:17]2)[S:13][C:12]=1[C:32]([O:34]C)=O)[CH3:9].CO.[NH3:38]. No catalyst specified. The product is [Cl:1][C:2]1[CH:7]=[CH:6][CH:5]=[CH:4][C:3]=1[C@H:8]([O:10][C:11]1[CH:15]=[C:14]([N:16]2[C:20]3[CH:21]=[C:22]([O:25][CH:26]4[CH2:27][CH2:28][NH:29][CH2:30][CH2:31]4)[CH:23]=[CH:24][C:19]=3[N:18]=[CH:17]2)[S:13][C:12]=1[C:32]([NH2:38])=[O:34])[CH3:9]. The yield is 0.870. (4) The reactants are [CH2:1]([N:8]1[CH2:15][CH:14]2[CH:10]([CH2:11][NH:12][CH2:13]2)[CH2:9]1)[C:2]1[CH:7]=[CH:6][CH:5]=[CH:4][CH:3]=1.[CH3:16][O:17][C:18]1[CH:26]=[CH:25][C:21]([C:22](O)=[O:23])=[C:20]([N:27]2[N:31]=[CH:30][CH:29]=[N:28]2)[CH:19]=1.CN(C(ON1N=NC2C=CC=NC1=2)=[N+](C)C)C.F[P-](F)(F)(F)(F)F. The catalyst is CN(C=O)C.CCOC(C)=O. The product is [CH2:1]([N:8]1[CH2:9][CH:10]2[CH2:11][N:12]([C:22]([C:21]3[CH:25]=[CH:26][C:18]([O:17][CH3:16])=[CH:19][C:20]=3[N:27]3[N:31]=[CH:30][CH:29]=[N:28]3)=[O:23])[CH2:13][CH:14]2[CH2:15]1)[C:2]1[CH:7]=[CH:6][CH:5]=[CH:4][CH:3]=1. The yield is 0.580. (5) The reactants are [CH3:1][C:2]1[CH:3]=[CH:4][C:5]([NH2:8])=[N:6][CH:7]=1.[Al](Cl)(C)C.[CH3:13][N:14]([CH3:39])[C:15]([C:17]1[N:22]=[CH:21][C:20]([O:23][C:24]2[C:29]3[CH:30]=[C:31]([CH3:33])[O:32][C:28]=3[CH:27]=[C:26]([C:34](OCC)=[O:35])[CH:25]=2)=[CH:19][CH:18]=1)=[O:16]. The catalyst is ClCCCl.C(Cl)Cl. The product is [CH3:39][N:14]([CH3:13])[C:15]([C:17]1[CH:18]=[CH:19][C:20]([O:23][C:24]2[C:29]3[CH:30]=[C:31]([CH3:33])[O:32][C:28]=3[CH:27]=[C:26]([C:34]([NH:8][C:5]3[CH:4]=[CH:3][C:2]([CH3:1])=[CH:7][N:6]=3)=[O:35])[CH:25]=2)=[CH:21][N:22]=1)=[O:16]. The yield is 0.850. (6) The reactants are [C:1]1([S:7]([C:10]2[CH:18]=[CH:17][C:16]3[N:15]([CH2:19][CH2:20][O:21][Si](C(C)(C)C)(C)C)[C:14]4[CH2:29][CH:30]5[NH:34][CH:33]([C:13]=4[C:12]=3[C:11]=2C(OC(C)(C)C)=O)[CH2:32][CH2:31]5)(=[O:9])=[O:8])[CH:6]=[CH:5][CH:4]=[CH:3][CH:2]=1.FC(F)(F)C(O)=O.C(=O)(O)[O-].[Na+]. The catalyst is ClCCl. The product is [C:1]1([S:7]([C:10]2[CH:11]=[C:12]3[C:16](=[CH:17][CH:18]=2)[N:15]([CH2:19][CH2:20][OH:21])[C:14]2[CH2:29][CH:30]4[NH:34][CH:33]([C:13]3=2)[CH2:32][CH2:31]4)(=[O:9])=[O:8])[CH:2]=[CH:3][CH:4]=[CH:5][CH:6]=1. The yield is 0.870. (7) The reactants are C(OC([NH:11][C@@H:12]([C:19](=[O:29])[NH:20][CH2:21][C:22]([O:24][C:25]([CH3:28])([CH3:27])[CH3:26])=[O:23])[C:13]1[CH:18]=[CH:17][CH:16]=[CH:15][CH:14]=1)=O)C1C=CC=CC=1. The catalyst is CCO.C1(C)C=CC=CC=1.[Pd]. The product is [C:25]([O:24][C:22]([CH2:21][NH:20][C:19]([C@H:12]([NH2:11])[C:13]1[CH:18]=[CH:17][CH:16]=[CH:15][CH:14]=1)=[O:29])=[O:23])([CH3:28])([CH3:26])[CH3:27]. The yield is 0.990. (8) The reactants are [CH:1]1([CH:7]=[O:8])[CH2:6][CH2:5][CH2:4][CH2:3][CH2:2]1.[CH3:9]C(C)([O-])C.[K+].CI. The catalyst is C(Cl)Cl.[Cl-].[Na+].O. The product is [CH3:9][C:1]1([CH:7]=[O:8])[CH2:6][CH2:5][CH2:4][CH2:3][CH2:2]1. The yield is 0.830. (9) The reactants are [C:1]([O:4][CH2:5][C:6]1[C:11](B2OC(C)(C)C(C)(C)O2)=[CH:10][CH:9]=[CH:8][C:7]=1[N:21]1[CH2:33][CH2:32][N:24]2[C:25]3[CH2:26][CH2:27][CH2:28][CH2:29][C:30]=3[CH:31]=[C:23]2[C:22]1=[O:34])(=[O:3])[CH3:2].Br[C:36]1[CH:37]=[C:38]([NH:44][C:45]2[CH:50]=[CH:49][C:48]([F:51])=[CH:47][N:46]=2)[C:39](=[O:43])[N:40]([CH3:42])[CH:41]=1.CC([O-])=O.[Na+]. The catalyst is CC#N.C1C=CC(P(C2C=CC=CC=2)[C-]2C=CC=C2)=CC=1.C1C=CC(P(C2C=CC=CC=2)[C-]2C=CC=C2)=CC=1.Cl[Pd]Cl.[Fe+2]. The product is [C:1]([O:4][CH2:5][C:6]1[C:7]([N:21]2[CH2:33][CH2:32][N:24]3[C:25]4[CH2:26][CH2:27][CH2:28][CH2:29][C:30]=4[CH:31]=[C:23]3[C:22]2=[O:34])=[CH:8][CH:9]=[CH:10][C:11]=1[C:36]1[CH:37]=[C:38]([NH:44][C:45]2[CH:50]=[CH:49][C:48]([F:51])=[CH:47][N:46]=2)[C:39](=[O:43])[N:40]([CH3:42])[CH:41]=1)(=[O:3])[CH3:2]. The yield is 0.720. (10) No catalyst specified. The yield is 0.580. The product is [Br:8][C:7]1[C:2]([NH:1][C:11]2[C:12](=[O:27])[N:13]([CH2:18][C:19]3[CH:20]=[CH:21][C:22]([O:25][CH3:26])=[CH:23][CH:24]=3)[CH:14]=[C:15]([Cl:17])[N:16]=2)=[N:3][CH:4]=[C:5]([Cl:9])[CH:6]=1. The reactants are [NH2:1][C:2]1[C:7]([Br:8])=[CH:6][C:5]([Cl:9])=[CH:4][N:3]=1.Cl[C:11]1[C:12](=[O:27])[N:13]([CH2:18][C:19]2[CH:24]=[CH:23][C:22]([O:25][CH3:26])=[CH:21][CH:20]=2)[CH:14]=[C:15]([Cl:17])[N:16]=1.C(N1C=C(Cl)N=C(NC2C(Br)=CC(C)=CN=2)C1=O)C1C=CC=CC=1.